This data is from Reaction yield outcomes from USPTO patents with 853,638 reactions. The task is: Predict the reaction yield, written as a fraction of the theoretical maximum amount of product (1.0 means a 100% yield; for example, 0.34 means a 34% yield). (1) The reactants are [CH3:1][O:2][C:3]([CH:5](P(OC)(OC)=O)[NH:6][C:7]([O:9][CH2:10][C:11]1[CH:16]=[CH:15][CH:14]=[CH:13][CH:12]=1)=[O:8])=[O:4].CN(C)C(=N)N(C)C.[C:31]([O:35][C:36]([N:38]1[C:46]2[C:41](=[CH:42][C:43]([CH:47]=O)=[CH:44][CH:45]=2)[CH:40]=[N:39]1)=[O:37])([CH3:34])([CH3:33])[CH3:32]. The catalyst is O1CCCC1. The product is [C:31]([O:35][C:36]([N:38]1[C:46]2[C:41](=[CH:42][C:43]([CH:47]=[C:5]([NH:6][C:7]([O:9][CH2:10][C:11]3[CH:12]=[CH:13][CH:14]=[CH:15][CH:16]=3)=[O:8])[C:3]([O:2][CH3:1])=[O:4])=[CH:44][CH:45]=2)[CH:40]=[N:39]1)=[O:37])([CH3:34])([CH3:33])[CH3:32]. The yield is 0.850. (2) The reactants are P(=O)(O)(O)O.O.[CH2:7]([N:14]([CH2:24][C:25]1[CH:30]=[CH:29][CH:28]=[CH:27][CH:26]=1)[C@@H:15]1[CH2:19][C@H:18]([C:20]([O-:22])=[O:21])[C@H:17]([CH3:23])[CH2:16]1)[C:8]1[CH:13]=[CH:12][CH:11]=[CH:10][CH:9]=1.C1([C@H](N)C)C=CC=CC=1. The catalyst is CC(OC)(C)C. The product is [CH2:24]([N:14]([CH2:7][C:8]1[CH:13]=[CH:12][CH:11]=[CH:10][CH:9]=1)[C@@H:15]1[CH2:19][C@H:18]([C:20]([OH:22])=[O:21])[C@H:17]([CH3:23])[CH2:16]1)[C:25]1[CH:26]=[CH:27][CH:28]=[CH:29][CH:30]=1. The yield is 0.990. (3) The product is [NH2:35][CH2:34][CH2:33][N:12]1[CH2:11][CH2:26][O:29][CH2:14][CH2:13]1. No catalyst specified. The yield is 0.280. The reactants are COC1C=CC2N=C(N[C:11](=O)[NH:12][CH2:13][C:14]3C=CC(C(O)=O)=CC=3)SC=2C=1.[C:26](=[O:29])([O-])N.NC1S[C:33]2C=C(OC)C=C[C:34]=2[N:35]=1.NCC1C=CC(C(O)=O)=CC=1. (4) The reactants are [CH3:1][C:2]1([CH3:40])[C:6]([CH3:8])([CH3:7])[O:5][B:4]([C:9]2[CH:10]=[CH:11][C:12]3[C:21]4[C:16](=[CH:17][C:18]([C:22]5[NH:26][C:25]([C@@H:27]6[CH2:31][CH2:30][CH2:29][N:28]6[C:32](OC(C)(C)C)=[O:33])=[N:24][CH:23]=5)=[CH:19][CH:20]=4)[O:15][CH2:14][C:13]=3[CH:39]=2)[O:3]1.Cl.[CH3:42][O:43][C:44]([NH:46][CH:47]([CH:51]([CH3:53])[CH3:52])C(O)=O)=[O:45].CN(C(ON1N=NC2C=CC=NC1=2)=[N+](C)C)C.F[P-](F)(F)(F)(F)F.C(N(C(C)C)CC)(C)C. The catalyst is CN(C=O)C.C(OCC)(=O)C.C(O)C. The product is [CH3:52][CH:51]([CH3:53])[CH:47]([NH:46][C:44](=[O:45])[O:43][CH3:42])[C:32](=[O:33])[N:28]1[CH2:29][CH2:30][CH2:31][C@H:27]1[C:25]1[NH:26][C:22]([C:18]2[CH:17]=[C:16]3[C:21]([C:12]4[CH:13]=[CH:39][C:9]([B:4]5[O:3][C:2]([CH3:1])([CH3:40])[C:6]([CH3:7])([CH3:8])[O:5]5)=[CH:10][C:11]=4[CH2:14][O:15]3)=[CH:20][CH:19]=2)=[CH:23][N:24]=1. The yield is 0.280. (5) The reactants are Cl.[O:2]1[C:6]2[CH:7]=[CH:8][CH:9]=[CH:10][C:5]=2[CH:4]=[C:3]1[CH2:11][NH2:12].F[C:14]1[CH:22]=[N:21][CH:20]=[CH:19][C:15]=1[C:16]([OH:18])=[O:17]. No catalyst specified. The product is [O:2]1[C:6]2[CH:7]=[CH:8][CH:9]=[CH:10][C:5]=2[CH:4]=[C:3]1[CH2:11][NH:12][C:19]1[CH:20]=[N:21][CH:22]=[CH:14][C:15]=1[C:16]([OH:18])=[O:17]. The yield is 0.0300. (6) The reactants are C(OC(N1CCC(=O)CC1)=O)(C)(C)C.CC1C=C(C)C=CC=1N.C(O)(=O)C.C(O[BH-](OC(=O)C)OC(=O)C)(=O)C.[Na+].C(=O)(O)[O-].[Na+].C(OC([N:54]1[CH2:59][CH2:58][CH:57]([NH:60][C:61]2[CH:66]=[CH:65][C:64]([CH3:67])=[CH:63][C:62]=2[CH3:68])[CH2:56][CH2:55]1)=O)(C)(C)C.[ClH:69]. The catalyst is ClCCCl.C(OCC)(=O)C. The product is [ClH:69].[ClH:69].[CH3:68][C:62]1[CH:63]=[C:64]([CH3:67])[CH:65]=[CH:66][C:61]=1[NH:60][CH:57]1[CH2:58][CH2:59][NH:54][CH2:55][CH2:56]1. The yield is 0.970. (7) The reactants are C(O[C:4]([C:6]1[NH:7][C:8]2[C:13]([CH:14]=1)=[CH:12][C:11]([N+:15]([O-:17])=[O:16])=[CH:10][CH:9]=2)=[O:5])C.C1(C)C=CC=CC=1.CCOCC.[CH2:30]([NH:32][CH2:33][CH2:34][NH2:35])[CH3:31]. The catalyst is C(OCC)(=O)C. The product is [CH2:30]([NH:32][CH2:33][CH2:34][NH:35][C:4]([C:6]1[NH:7][C:8]2[C:13]([CH:14]=1)=[CH:12][C:11]([N+:15]([O-:17])=[O:16])=[CH:10][CH:9]=2)=[O:5])[CH3:31]. The yield is 0.820. (8) The reactants are CCCCCC.[Li]CCCC.[Cl:12][C:13]1[CH:20]=[CH:19][C:16]([C:17]#[N:18])=[CH:15][N:14]=1.[I:21]I. The catalyst is C1COCC1. The product is [Cl:12][C:13]1[CH:20]=[C:19]([I:21])[C:16]([C:17]#[N:18])=[CH:15][N:14]=1. The yield is 0.390. (9) The reactants are [F:1][C:2]([F:16])([F:15])[CH2:3][O:4][C:5]1[C:14]2[C:9](=[CH:10][CH:11]=[CH:12][CH:13]=2)[CH:8]=[CH:7][CH:6]=1.[CH2:17]1[S:21](=O)[CH2:20][CH2:19][CH2:18]1.C(OC(C)C)(C)C.[F:30][C:31]([F:70])([S:66]([O-:69])(=[O:68])=[O:67])[CH:32]([O:37][C:38](=[O:65])[CH2:39][CH2:40][C@H:41]([C@@H:43]1[C@:60]2([CH3:61])[C@H:46]([C@H:47]3[C@H:57]([CH2:58][C:59]2=[O:62])[C@:55]2([CH3:56])[CH:50]([CH2:51][C:52](=[O:63])[CH2:53][CH2:54]2)[CH2:49][C:48]3=[O:64])[CH2:45][CH2:44]1)[CH3:42])[C:33]([F:36])([F:35])[F:34].C([N+](C)(C)C)C1C=CC=CC=1. The catalyst is CS(O)(=O)=O.O=P12OP3(OP(OP(O3)(O1)=O)(=O)O2)=O.O. The product is [F:70][C:31]([F:30])([S:66]([O-:69])(=[O:67])=[O:68])[CH:32]([O:37][C:38](=[O:65])[CH2:39][CH2:40][C@H:41]([C@@H:43]1[C@:60]2([CH3:61])[C@H:46]([C@H:47]3[C@H:57]([CH2:58][C:59]2=[O:62])[C@:55]2([CH3:56])[CH:50]([CH2:51][C:52](=[O:63])[CH2:53][CH2:54]2)[CH2:49][C:48]3=[O:64])[CH2:45][CH2:44]1)[CH3:42])[C:33]([F:34])([F:36])[F:35].[F:1][C:2]([F:15])([F:16])[CH2:3][O:4][C:5]1[C:14]2[C:9](=[CH:10][CH:11]=[CH:12][CH:13]=2)[C:8]([S+:21]2[CH2:17][CH2:18][CH2:19][CH2:20]2)=[CH:7][CH:6]=1. The yield is 0.670. (10) The reactants are [CH2:1]([O:3][C:4](=[O:24])[CH2:5][O:6][C:7]1[CH:16]=[CH:15][CH:14]=[C:13]2[C:8]=1[CH2:9][CH2:10][N:11](C(OC(C)(C)C)=O)[CH2:12]2)[CH3:2]. The catalyst is C(OCC)(=O)C. The product is [CH2:12]1[C:13]2[C:8](=[C:7]([O:6][CH2:5][C:4]([O:3][CH2:1][CH3:2])=[O:24])[CH:16]=[CH:15][CH:14]=2)[CH2:9][CH2:10][NH:11]1. The yield is 0.980.